Dataset: Full USPTO retrosynthesis dataset with 1.9M reactions from patents (1976-2016). Task: Predict the reactants needed to synthesize the given product. (1) Given the product [Cl:1][C:2]1[CH:3]=[C:4]([C:12]2[C:20]3[C:15](=[N:16][CH:17]=[CH:18][CH:19]=3)[NH:14][CH:13]=2)[N:5]=[C:6]([NH:36][C@H:33]2[CH2:34][CH2:35][C@H:30]([NH2:37])[CH2:31][CH2:32]2)[N:7]=1, predict the reactants needed to synthesize it. The reactants are: [Cl:1][C:2]1[N:7]=[C:6](S(C)(=O)=O)[N:5]=[C:4]([C:12]2[C:20]3[C:15](=[N:16][CH:17]=[CH:18][CH:19]=3)[N:14](S(C3C=CC=CC=3)(=O)=O)[CH:13]=2)[CH:3]=1.[C@H:30]1([NH2:37])[CH2:35][CH2:34][C@H:33]([NH2:36])[CH2:32][CH2:31]1.C(N(CC)CC)C.[OH-].[Na+].Cl. (2) Given the product [OH:3][C:2]([CH:4]([C:6]1[CH:19]=[CH:18][CH:17]=[C:8]([C:9]([C:11]2[CH:12]=[CH:13][CH:14]=[CH:15][CH:16]=2)=[O:10])[CH:7]=1)[CH3:5])=[O:1].[NH:20]1[CH2:25][CH2:24][NH:23][CH2:22][CH2:21]1, predict the reactants needed to synthesize it. The reactants are: [OH:1][C:2]([CH:4]([C:6]1[CH:19]=[CH:18][CH:17]=[C:8]([C:9]([C:11]2[CH:16]=[CH:15][CH:14]=[CH:13][CH:12]=2)=[O:10])[CH:7]=1)[CH3:5])=[O:3].[NH:20]1[CH2:25][CH2:24][NH:23][CH2:22][CH2:21]1. (3) The reactants are: C(OC([N:8]1[CH2:13][CH:12]=[C:11]([C:14]2[NH:42][C:17]3=[N:18][CH:19]=[CH:20][C:21]([C:22]4[CH:27]=[CH:26][C:25]([CH2:28][NH:29][C:30]([C:32]5[N:36]=[C:35]([C:37]([CH3:40])([CH3:39])[CH3:38])[O:34][N:33]=5)=[O:31])=[C:24]([F:41])[CH:23]=4)=[C:16]3[N:15]=2)[CH2:10][CH2:9]1)=O)(C)(C)C.C(Cl)Cl.C(O)(C(F)(F)F)=O. Given the product [F:41][C:24]1[CH:23]=[C:22]([C:21]2[CH:20]=[CH:19][N:18]=[C:17]3[NH:42][C:14]([C:11]4[CH2:12][CH2:13][NH:8][CH2:9][CH:10]=4)=[N:15][C:16]=23)[CH:27]=[CH:26][C:25]=1[CH2:28][NH:29][C:30]([C:32]1[N:36]=[C:35]([C:37]([CH3:40])([CH3:38])[CH3:39])[O:34][N:33]=1)=[O:31], predict the reactants needed to synthesize it.